Task: Predict the product of the given reaction.. Dataset: Forward reaction prediction with 1.9M reactions from USPTO patents (1976-2016) (1) Given the reactants [CH2:1]([O:8][C:9]1[CH:14]=[CH:13][C:12]([N:15]=[CH:16][C:17]2[CH:22]=[CH:21][CH:20]=[C:19]([O:23][CH:24]3[CH2:29][CH2:28][CH2:27][CH2:26][O:25]3)[CH:18]=2)=[CH:11][CH:10]=1)[C:2]1[CH:7]=[CH:6][CH:5]=[CH:4][CH:3]=1.[BH4-].[Na+].C(=O)(O)[O-].[Na+], predict the reaction product. The product is: [CH2:1]([O:8][C:9]1[CH:10]=[CH:11][C:12]([NH:15][CH2:16][C:17]2[CH:22]=[CH:21][CH:20]=[C:19]([O:23][CH:24]3[CH2:29][CH2:28][CH2:27][CH2:26][O:25]3)[CH:18]=2)=[CH:13][CH:14]=1)[C:2]1[CH:3]=[CH:4][CH:5]=[CH:6][CH:7]=1. (2) Given the reactants [N:1]([CH2:4][C:5]1[CH:9]=[C:8]([CH2:10][CH:11]([CH3:13])[CH3:12])[N:7]([C:14]2[CH:19]=[CH:18][CH:17]=[CH:16][CH:15]=2)[N:6]=1)=[N+]=[N-].[CH3:20]I, predict the reaction product. The product is: [CH2:10]([C:8]1[N:7]([C:14]2[CH:19]=[CH:18][CH:17]=[CH:16][CH:15]=2)[N:6]=[C:5]([CH2:4][NH:1][CH3:20])[CH:9]=1)[CH:11]([CH3:13])[CH3:12]. (3) Given the reactants Cl[C:2]1[CH:3]=[CH:4][C:5]([C:8]#[N:9])=[N:6][CH:7]=1.[F-:10].[K+].CN1C(=O)CCC1, predict the reaction product. The product is: [F:10][C:2]1[CH:3]=[CH:4][C:5]([C:8]#[N:9])=[N:6][CH:7]=1. (4) Given the reactants IC1C=C(C2CCNCC2)N(C(C)C)N=1.[F:16][C:17]1([F:41])[CH2:21][CH2:20][CH:19]([N:22]2[C:26]([CH:27]3[CH2:32][CH2:31][N:30](C(OC(C)(C)C)=O)[CH2:29][CH2:28]3)=[CH:25][C:24]([I:40])=[N:23]2)[CH2:18]1, predict the reaction product. The product is: [F:41][C:17]1([F:16])[CH2:21][CH2:20][CH:19]([N:22]2[C:26]([CH:27]3[CH2:28][CH2:29][NH:30][CH2:31][CH2:32]3)=[CH:25][C:24]([I:40])=[N:23]2)[CH2:18]1. (5) The product is: [C:17]1([NH:16][S:12]([C:3]2[C:4]([Cl:11])=[CH:5][CH:6]=[C:7]([N+:8]([O-:10])=[O:9])[C:2]=2[Cl:1])(=[O:14])=[O:13])[CH:22]=[CH:21][CH:20]=[CH:19][CH:18]=1. Given the reactants [Cl:1][C:2]1[C:7]([N+:8]([O-:10])=[O:9])=[CH:6][CH:5]=[C:4]([Cl:11])[C:3]=1[S:12](Cl)(=[O:14])=[O:13].[NH2:16][C:17]1[CH:22]=[CH:21][CH:20]=[CH:19][CH:18]=1.C(N(CC)CC)C, predict the reaction product.